Predict the reactants needed to synthesize the given product. From a dataset of Full USPTO retrosynthesis dataset with 1.9M reactions from patents (1976-2016). (1) Given the product [CH2:15]([C:12]1[CH:13]=[CH:14][C:9]([CH2:8][C:4]2[CH:3]=[C:2]([B:28]([OH:31])[OH:29])[CH:7]=[CH:6][CH:5]=2)=[CH:10][CH:11]=1)[CH3:16], predict the reactants needed to synthesize it. The reactants are: Br[C:2]1[CH:7]=[CH:6][CH:5]=[C:4]([CH2:8][C:9]2[CH:14]=[CH:13][C:12]([CH2:15][CH3:16])=[CH:11][CH:10]=2)[CH:3]=1.CCCCCC.C([Li])CCC.[B:28](OC)([O:31]C)[O:29]C.S(=O)(=O)(O)O. (2) Given the product [CH3:1][C:2]1[CH:7]=[CH:6][CH:5]=[CH:4][C:3]=1[C:8]1[CH:13]=[CH:12][C:11]([C:14]2[O:42][N:41]=[C:22]([C:23]3[CH:32]=[C:31]4[C:26]([CH2:27][CH2:28][N:29]([CH2:33][C:34]([O:36][C:37]([CH3:38])([CH3:39])[CH3:40])=[O:35])[CH2:30]4)=[CH:25][CH:24]=3)[N:21]=2)=[CH:10][C:9]=1[C:17]([F:18])([F:20])[F:19], predict the reactants needed to synthesize it. The reactants are: [CH3:1][C:2]1[CH:7]=[CH:6][CH:5]=[CH:4][C:3]=1[C:8]1[CH:13]=[CH:12][C:11]([C:14](O)=O)=[CH:10][C:9]=1[C:17]([F:20])([F:19])[F:18].[NH2:21][C:22](=[N:41][OH:42])[C:23]1[CH:32]=[C:31]2[C:26]([CH2:27][CH2:28][N:29]([CH2:33][C:34]([O:36][C:37]([CH3:40])([CH3:39])[CH3:38])=[O:35])[CH2:30]2)=[CH:25][CH:24]=1. (3) Given the product [Cl:29][C:18]1[C:17]2[CH2:16][NH:15][CH2:24][CH2:23][C:22]=2[N:21]=[C:20]2[CH:25]=[CH:26][CH:27]=[CH:28][C:19]=12, predict the reactants needed to synthesize it. The reactants are: ClC(OC(Cl)C)=O.C([N:15]1[CH2:24][CH2:23][C:22]2[N:21]=[C:20]3[CH:25]=[CH:26][CH:27]=[CH:28][C:19]3=[C:18]([Cl:29])[C:17]=2[CH2:16]1)C1C=CC=CC=1. (4) Given the product [CH3:18][O:5][C:4](=[O:6])[C:3]1[CH:7]=[CH:8][C:9]([N+:11]([O-:13])=[O:12])=[CH:10][C:2]=1[OH:1], predict the reactants needed to synthesize it. The reactants are: [OH:1][C:2]1[CH:10]=[C:9]([N+:11]([O-:13])=[O:12])[CH:8]=[CH:7][C:3]=1[C:4]([OH:6])=[O:5].S(OC)(O[CH3:18])(=O)=O.C(=O)([O-])[O-].[K+].[K+].